This data is from Catalyst prediction with 721,799 reactions and 888 catalyst types from USPTO. The task is: Predict which catalyst facilitates the given reaction. (1) Reactant: [CH3:1][N:2]1[C:17]([C:18]([O:20][CH2:21][CH3:22])=[O:19])=[C:5]2[CH2:6][CH2:7][CH2:8][C:9]3[C:10](=[N:11][C:12](SC)=[N:13][CH:14]=3)[C:4]2=[N:3]1.O[O:24][S:25]([O-:27])=O.[K+].O.[CH3:30]COC(C)=O. Product: [CH3:1][N:2]1[C:17]([C:18]([O:20][CH2:21][CH3:22])=[O:19])=[C:5]2[CH2:6][CH2:7][CH2:8][C:9]3[C:10](=[N:11][C:12]([S:25]([CH3:30])(=[O:27])=[O:24])=[N:13][CH:14]=3)[C:4]2=[N:3]1. The catalyst class is: 3. (2) Reactant: C[O:2][C:3]([C:5]1[N:6]=[CH:7][N:8]([CH:16]2[CH2:24][C:23]3[C:18](=[CH:19][CH:20]=[CH:21][CH:22]=3)[CH2:17]2)[C:9]=1[C:10]1[CH:15]=[CH:14][CH:13]=[CH:12][CH:11]=1)=[O:4].[OH-].[Na+].O.Cl. Product: [CH2:17]1[C:18]2[C:23](=[CH:22][CH:21]=[CH:20][CH:19]=2)[CH2:24][CH:16]1[N:8]1[C:9]([C:10]2[CH:11]=[CH:12][CH:13]=[CH:14][CH:15]=2)=[C:5]([C:3]([OH:4])=[O:2])[N:6]=[CH:7]1. The catalyst class is: 5.